From a dataset of Full USPTO retrosynthesis dataset with 1.9M reactions from patents (1976-2016). Predict the reactants needed to synthesize the given product. (1) Given the product [Si:1]([O:18][CH2:19][CH2:20][N:21]([CH2:22][CH3:23])[C:63](=[O:65])[CH2:62][C@@H:61]([NH:66][C:67]1[CH:72]=[CH:71][C:70]([S:73](=[O:75])(=[O:76])[NH2:74])=[CH:69][C:68]=1[S:77]([C:80]([F:81])([F:82])[F:83])(=[O:79])=[O:78])[CH2:60][S:59][C:53]1[CH:54]=[CH:55][CH:56]=[CH:57][CH:58]=1)([C:14]([CH3:16])([CH3:17])[CH3:15])([C:8]1[CH:9]=[CH:10][CH:11]=[CH:12][CH:13]=1)[C:2]1[CH:3]=[CH:4][CH:5]=[CH:6][CH:7]=1, predict the reactants needed to synthesize it. The reactants are: [Si:1]([O:18][CH2:19][CH2:20][NH:21][CH2:22][CH3:23])([C:14]([CH3:17])([CH3:16])[CH3:15])([C:8]1[CH:13]=[CH:12][CH:11]=[CH:10][CH:9]=1)[C:2]1[CH:7]=[CH:6][CH:5]=[CH:4][CH:3]=1.P(ON1C(=O)C2C=CC=CC=2N=N1)(OCC)(OCC)=O.CCN(C(C)C)C(C)C.[C:53]1([S:59][CH2:60][C@H:61]([NH:66][C:67]2[CH:72]=[CH:71][C:70]([S:73](=[O:76])(=[O:75])[NH2:74])=[CH:69][C:68]=2[S:77]([C:80]([F:83])([F:82])[F:81])(=[O:79])=[O:78])[CH2:62][C:63]([OH:65])=O)[CH:58]=[CH:57][CH:56]=[CH:55][CH:54]=1. (2) The reactants are: [CH3:1][N:2]1[CH2:7][CH2:6][N:5]([C:8]([C:10]2([NH:15]C(=O)OC(C)(C)C)[CH2:14][CH2:13][CH2:12][CH2:11]2)=[O:9])[CH2:4][CH2:3]1.[ClH:23]. Given the product [ClH:23].[ClH:23].[NH2:15][C:10]1([C:8]([N:5]2[CH2:6][CH2:7][N:2]([CH3:1])[CH2:3][CH2:4]2)=[O:9])[CH2:14][CH2:13][CH2:12][CH2:11]1, predict the reactants needed to synthesize it. (3) The reactants are: Br[C:2]1[C:10]([CH3:11])=[CH:9][CH:8]=[CH:7][C:3]=1[C:4]([NH2:6])=[O:5].[F:12][C:13]1[CH:18]=[C:17]([F:19])[CH:16]=[CH:15][C:14]=1[CH2:20][CH2:21][C:22]1[CH:27]=[CH:26][C:25]([S:28](C2C=CC=CC=2)(=[O:30])=[O:29])=[CH:24][CH:23]=1. Given the product [F:12][C:13]1[CH:18]=[C:17]([F:19])[CH:16]=[CH:15][C:14]=1/[CH:20]=[CH:21]/[C:22]1[CH:27]=[CH:26][C:25]([S:28]([C:2]2[C:10]([CH3:11])=[CH:9][CH:8]=[CH:7][C:3]=2[C:4]([NH2:6])=[O:5])(=[O:30])=[O:29])=[CH:24][CH:23]=1, predict the reactants needed to synthesize it. (4) Given the product [CH2:25]([C@H:27]1[CH2:32][N:31]([CH:33]2[CH2:34][O:35][CH2:36]2)[CH2:30][CH2:29][N:28]1[C:37]1[CH:38]=[CH:39][C:40]([NH:43][C:44]2[C:45](=[O:60])[N:46]([CH3:59])[CH:47]=[C:48]([C:2]3[CH:9]=[C:8]([F:10])[CH:7]=[C:6]([N:11]4[CH:23]=[CH:22][N:14]5[C:15]6[CH2:16][CH2:17][CH2:18][CH2:19][C:20]=6[CH:21]=[C:13]5[C:12]4=[O:24])[C:3]=3[CH:4]=[O:5])[CH:49]=2)=[N:41][CH:42]=1)[CH3:26], predict the reactants needed to synthesize it. The reactants are: Br[C:2]1[CH:9]=[C:8]([F:10])[CH:7]=[C:6]([N:11]2[CH:23]=[CH:22][N:14]3[C:15]4[CH2:16][CH2:17][CH2:18][CH2:19][C:20]=4[CH:21]=[C:13]3[C:12]2=[O:24])[C:3]=1[CH:4]=[O:5].[CH2:25]([C@H:27]1[CH2:32][N:31]([CH:33]2[CH2:36][O:35][CH2:34]2)[CH2:30][CH2:29][N:28]1[C:37]1[CH:38]=[CH:39][C:40]([NH:43][C:44]2[C:45](=[O:60])[N:46]([CH3:59])[CH:47]=[C:48](B3OC(C)(C)C(C)(C)O3)[CH:49]=2)=[N:41][CH:42]=1)[CH3:26].[O-]P([O-])([O-])=O.[K+].[K+].[K+].C([O-])(=O)C.[Na+]. (5) Given the product [C:34]([O:40][C:15]1[C:32]([F:33])=[CH:31][C:18]2[O:19][CH2:20][C:21](=[O:30])[N:22]([CH:23]([CH3:29])[C:24]([O:26][CH2:27][CH3:28])=[O:25])[C:17]=2[CH:16]=1)(=[O:35])[CH3:36], predict the reactants needed to synthesize it. The reactants are: C([O-])(O)=O.[Na+].OO.NC(N)=O.C([C:15]1[C:32]([F:33])=[CH:31][C:18]2[O:19][CH2:20][C:21](=[O:30])[N:22]([CH:23]([CH3:29])[C:24]([O:26][CH2:27][CH3:28])=[O:25])[C:17]=2[CH:16]=1)(=O)C.[C:34]([O:40]C(C(F)(F)F)=O)([C:36](F)(F)F)=[O:35]. (6) The reactants are: [Cl:1][C:2]1[CH:3]=[C:4]2[C:8](=[CH:9][CH:10]=1)[N:7]([S:11]([C:14]1[CH:19]=[CH:18][CH:17]=[CH:16][CH:15]=1)(=[O:13])=[O:12])[C:6]([C:20]([O:22][CH2:23][CH3:24])=[O:21])=[C:5]2[S:25](Cl)(=[O:27])=[O:26].CCOC(C)=O.[NH3:35]. Given the product [Cl:1][C:2]1[CH:3]=[C:4]2[C:8](=[CH:9][CH:10]=1)[N:7]([S:11]([C:14]1[CH:19]=[CH:18][CH:17]=[CH:16][CH:15]=1)(=[O:13])=[O:12])[C:6]([C:20]([O:22][CH2:23][CH3:24])=[O:21])=[C:5]2[S:25]([NH2:35])(=[O:27])=[O:26], predict the reactants needed to synthesize it. (7) Given the product [Br:1][C:2]1[CH:3]=[C:4]([NH:8][C:9]2[C:10]3[CH:18]=[C:17]([NH:27][CH2:26][C:25]4[CH:28]=[CH:29][C:22]([O:21][CH3:20])=[CH:23][CH:24]=4)[N:16]=[CH:15][C:11]=3[N:12]=[CH:13][N:14]=2)[CH:5]=[CH:6][CH:7]=1, predict the reactants needed to synthesize it. The reactants are: [Br:1][C:2]1[CH:3]=[C:4]([NH:8][C:9]2[C:10]3[CH:18]=[C:17](F)[N:16]=[CH:15][C:11]=3[N:12]=[CH:13][N:14]=2)[CH:5]=[CH:6][CH:7]=1.[CH3:20][O:21][C:22]1[CH:29]=[CH:28][C:25]([CH2:26][NH2:27])=[CH:24][CH:23]=1.